Predict the product of the given reaction. From a dataset of Forward reaction prediction with 1.9M reactions from USPTO patents (1976-2016). (1) The product is: [CH:1]12[N:7]([C:8]3[CH:9]=[CH:10][C:11]([NH2:20])=[C:12]([C:14]#[C:15][CH2:16][N:17]([CH3:19])[CH3:18])[CH:13]=3)[CH:4]([CH2:5][CH2:6]1)[CH2:3][CH2:2]2. Given the reactants [CH:1]12[N:7]([C:8]3[CH:9]=[CH:10][C:11]([N+:20]([O-])=O)=[C:12]([C:14]#[C:15][CH2:16][N:17]([CH3:19])[CH3:18])[CH:13]=3)[CH:4]([CH2:5][CH2:6]1)[CH2:3][CH2:2]2, predict the reaction product. (2) Given the reactants [CH3:1][C:2]1[C:6]([C:7]2[CH:16]=[C:15]3[C:10]([C:11]([NH:18][CH2:19][C:20]4[CH:25]=[CH:24][CH:23]=[CH:22][N:21]=4)=[C:12]([NH2:17])[CH:13]=[N:14]3)=[CH:9][C:8]=2[O:26][CH3:27])=[C:5]([CH3:28])[O:4][N:3]=1.[N:29]#[C:30]Br, predict the reaction product. The product is: [CH3:1][C:2]1[C:6]([C:7]2[C:8]([O:26][CH3:27])=[CH:9][C:10]3[C:11]4[N:18]([CH2:19][C:20]5[CH:25]=[CH:24][CH:23]=[CH:22][N:21]=5)[C:30]([NH2:29])=[N:17][C:12]=4[CH:13]=[N:14][C:15]=3[CH:16]=2)=[C:5]([CH3:28])[O:4][N:3]=1. (3) Given the reactants [CH3:1][C:2]1[CH:7]=[C:6]([CH2:8][O:9][C:10]2[CH:11]=[C:12]([CH2:16][CH2:17][C:18]([O:20]C)=[O:19])[CH:13]=[CH:14][CH:15]=2)[CH:5]=[CH:4][C:3]=1[C:22]1[CH:27]=[CH:26][CH:25]=[C:24]([O:28][CH3:29])[CH:23]=1.[Li+].[OH-], predict the reaction product. The product is: [CH3:1][C:2]1[CH:7]=[C:6]([CH2:8][O:9][C:10]2[CH:11]=[C:12]([CH2:16][CH2:17][C:18]([OH:20])=[O:19])[CH:13]=[CH:14][CH:15]=2)[CH:5]=[CH:4][C:3]=1[C:22]1[CH:27]=[CH:26][CH:25]=[C:24]([O:28][CH3:29])[CH:23]=1. (4) Given the reactants N(OC(C)(C)C)=O.[CH2:8]([O:10][C:11]([C:13]1[CH:14]=[N:15][N:16]([CH:19]2[CH2:24][CH2:23][CH2:22][CH2:21][CH2:20]2)[C:17]=1N)=[O:12])[CH3:9].[ClH:25], predict the reaction product. The product is: [CH2:8]([O:10][C:11]([C:13]1[CH:14]=[N:15][N:16]([CH:19]2[CH2:24][CH2:23][CH2:22][CH2:21][CH2:20]2)[C:17]=1[Cl:25])=[O:12])[CH3:9]. (5) Given the reactants [N:1]1[CH:6]=[CH:5][CH:4]=[CH:3][C:2]=1[S:7][S:8][C:9]1[CH:14]=CC=CN=1.SCC[OH:18].CO, predict the reaction product. The product is: [N:1]1[CH:6]=[CH:5][CH:4]=[CH:3][C:2]=1[S:7][S:8][CH2:9][CH2:14][OH:18]. (6) Given the reactants [C:1]([N:4]1[CH:10]2[CH:8]([CH:9]2[CH2:11][OH:12])[N:7]([CH2:13][C:14]2[CH:19]=[CH:18][C:17]([F:20])=[CH:16][CH:15]=2)[C:6](=[O:21])[CH2:5]1)(=[O:3])[CH3:2].[H-].[Na+].[CH2:24](Br)[C:25]1[CH:30]=[CH:29][CH:28]=[CH:27][CH:26]=1, predict the reaction product. The product is: [C:1]([N:4]1[CH:10]2[CH:8]([CH:9]2[CH2:11][O:12][CH2:24][C:25]2[CH:30]=[CH:29][CH:28]=[CH:27][CH:26]=2)[N:7]([CH2:13][C:14]2[CH:15]=[CH:16][C:17]([F:20])=[CH:18][CH:19]=2)[C:6](=[O:21])[CH2:5]1)(=[O:3])[CH3:2]. (7) Given the reactants C(O)(C(F)(F)F)=O.[N:8]1[C:17]2[NH:16][CH2:15][CH2:14][CH2:13][C:12]=2[CH:11]=[CH:10][C:9]=1[CH:18]1[CH2:23][CH2:22][N:21](C(OC(C)(C)C)=O)[CH2:20][CH2:19]1, predict the reaction product. The product is: [NH:21]1[CH2:22][CH2:23][CH:18]([C:9]2[N:8]=[C:17]3[C:12]([CH2:13][CH2:14][CH2:15][NH:16]3)=[CH:11][CH:10]=2)[CH2:19][CH2:20]1.